Dataset: Full USPTO retrosynthesis dataset with 1.9M reactions from patents (1976-2016). Task: Predict the reactants needed to synthesize the given product. (1) Given the product [CH3:12][C:3]1[C:2]([O:1][C:22](=[O:27])[C:23]([CH3:26])([CH3:25])[CH3:24])=[CH:10][N:9]2[C:4]=1[C:5](=[O:11])[NH:6][CH:7]=[N:8]2, predict the reactants needed to synthesize it. The reactants are: [OH:1][C:2]1[C:3]([CH3:12])=[C:4]2[N:9]([CH:10]=1)[N:8]=[CH:7][NH:6][C:5]2=[O:11].C(N(C(C)C)CC)(C)C.[C:22](Cl)(=[O:27])[C:23]([CH3:26])([CH3:25])[CH3:24].P([O-])(O)(O)=O.[K+]. (2) Given the product [OH:19][CH2:18][CH:3]([NH:4][C:5](=[O:11])[O:6][C:7]([CH3:10])([CH3:8])[CH3:9])[C:2](=[O:1])[C:12]1[CH:17]=[CH:16][CH:15]=[CH:14][CH:13]=1, predict the reactants needed to synthesize it. The reactants are: [O:1]=[C:2]([C:12]1[CH:17]=[CH:16][CH:15]=[CH:14][CH:13]=1)[CH2:3][NH:4][C:5](=[O:11])[O:6][C:7]([CH3:10])([CH3:9])[CH3:8].[C:18]([O-])(O)=[O:19].[Na+].C=O.[Na+].[Cl-]. (3) Given the product [CH3:23][O:24][CH2:25][CH:26]([OH:27])[CH2:28][C:11]1[N:7]([C:1]2[CH:2]=[CH:3][CH:4]=[CH:5][CH:6]=2)[N:8]=[CH:9][CH:10]=1, predict the reactants needed to synthesize it. The reactants are: [C:1]1([N:7]2[CH:11]=[CH:10][CH:9]=[N:8]2)[CH:6]=[CH:5][CH:4]=[CH:3][CH:2]=1.CCCCCC.C([Li])CCC.[CH3:23][O:24][CH2:25][CH:26]1[CH2:28][O:27]1.Cl. (4) The reactants are: [CH2:1]([C@H:3]1[C@@H:7]([C:8]2[N:12]3[C:13]4[CH:19]=[CH:18][NH:17][C:14]=4[N:15]=[CH:16][C:11]3=[N:10][N:9]=2)[CH2:6][C@@H:5]([NH:20][S:21]([CH:24]2[CH2:26][CH2:25]2)(=[O:23])=[O:22])[CH2:4]1)[CH3:2].[OH-].[K+].[I:29]I.[Cl-].[NH4+]. Given the product [CH2:1]([C@H:3]1[C@@H:7]([C:8]2[N:12]3[C:13]4[C:19]([I:29])=[CH:18][NH:17][C:14]=4[N:15]=[CH:16][C:11]3=[N:10][N:9]=2)[CH2:6][C@@H:5]([NH:20][S:21]([CH:24]2[CH2:26][CH2:25]2)(=[O:23])=[O:22])[CH2:4]1)[CH3:2], predict the reactants needed to synthesize it. (5) Given the product [CH3:10][O:9][C:7]1[CH:6]=[C:5]([NH:11][C:12](=[O:26])[CH2:13][N:14]2[C:18]3[C:19]([C:23]([NH:29][CH2:27][CH3:28])=[O:24])=[CH:20][CH:21]=[CH:22][C:17]=3[N:16]=[CH:15]2)[CH:4]=[C:3]([O:2][CH3:1])[CH:8]=1, predict the reactants needed to synthesize it. The reactants are: [CH3:1][O:2][C:3]1[CH:4]=[C:5]([NH:11][C:12](=[O:26])[CH2:13][N:14]2[C:18]3[C:19]([C:23](O)=[O:24])=[CH:20][CH:21]=[CH:22][C:17]=3[N:16]=[CH:15]2)[CH:6]=[C:7]([O:9][CH3:10])[CH:8]=1.[CH2:27]([N:29](CC)CC)[CH3:28].C(OC(Cl)=O)C(C)C.[Cl-].C([NH3+])C.